Dataset: Forward reaction prediction with 1.9M reactions from USPTO patents (1976-2016). Task: Predict the product of the given reaction. (1) Given the reactants C(OC(=O)[NH:7][C:8]1[CH:13]=[CH:12][C:11]([C:14]2[N:23]=[C:22]3[N:16]([CH2:17][CH2:18][C:19]4[CH:35]=[CH:34][CH:33]=[CH:32][C:20]=4[CH:21]3[O:24][CH:25]3[CH2:30][CH2:29][N:28]([CH3:31])[CH2:27][CH2:26]3)[CH:15]=2)=[CH:10][CH:9]=1)(C)(C)C.FC(F)(F)C(O)=O.O.[OH-].[Na+], predict the reaction product. The product is: [CH3:31][N:28]1[CH2:27][CH2:26][CH:25]([O:24][CH:21]2[C:20]3[CH:32]=[CH:33][CH:34]=[CH:35][C:19]=3[CH2:18][CH2:17][N:16]3[C:22]2=[N:23][C:14]([C:11]2[CH:10]=[CH:9][C:8]([NH2:7])=[CH:13][CH:12]=2)=[CH:15]3)[CH2:30][CH2:29]1. (2) The product is: [CH2:11]([O:10][C:5]1[C:4]([F:15])=[CH:3][C:2]([C:21]2[CH:22]=[N:17][CH:18]=[N:19][CH:20]=2)=[CH:9][C:6]=1[CH:7]=[O:8])[CH2:12][CH:13]=[CH2:14]. Given the reactants Br[C:2]1[CH:3]=[C:4]([F:15])[C:5]([O:10][CH2:11][CH2:12][CH:13]=[CH2:14])=[C:6]([CH:9]=1)[CH:7]=[O:8].O.[N:17]1[CH:22]=[C:21](B(O)O)[CH:20]=[N:19][CH:18]=1.[N:17]1[CH:22]=[C:21](B(O)O)[CH:20]=[N:19][CH:18]=1.O.C(=O)([O-])[O-].[Cs+].[Cs+], predict the reaction product. (3) Given the reactants Cl.[O:2]1[C:6]2[CH:7]=[CH:8][CH:9]=[CH:10][C:5]=2[N:4]=[C:3]1[CH:11]([OH:16])[C@@H:12]([NH-:15])[CH2:13][CH3:14].[NH:17]=[C:18]1[C:26]2[C:21](=[CH:22][CH:23]=[CH:24][CH:25]=2)[C:20](=[O:27])[NH:19]1.C(N(CC)[CH:32]([CH3:34])[CH3:33])(C)C.CC(OI1(OC(C)=O)(OC(C)=O)O[C:48](=[O:49])[C:47]2C=CC=C[C:42]1=2)=O.[O-]S([O-])(=S)=O.[Na+].[Na+], predict the reaction product. The product is: [O:2]1[C:6]2[CH:7]=[CH:8][CH:9]=[CH:10][C:5]=2[N:4]=[C:3]1[C:11]([C@@H:12]([NH:15][C:48](=[O:49])[C@@H:47]([NH:17][C:18]1[C:26]2[C:21](=[CH:22][CH:23]=[CH:24][CH:25]=2)[C:20](=[O:27])[N:19]=1)[CH2:42][CH:32]([CH3:33])[CH3:34])[CH2:13][CH3:14])=[O:16]. (4) Given the reactants [NH2:1][CH2:2][CH2:3][N:4]1[C:12](C2C=CC=C(Cl)C=2)=[C:11]2[C:6]([N:7]([CH3:23])[C:8](=[O:22])[N:9]([CH3:21])[C:10]2=[O:20])=[CH:5]1.Br[C:25]1[CH:30]=[C:29]([CH3:31])[CH:28]=[C:27]([CH3:32])[CH:26]=1, predict the reaction product. The product is: [NH2:1][CH2:2][CH2:3][N:4]1[C:12]([C:25]2[CH:30]=[C:29]([CH3:31])[CH:28]=[C:27]([CH3:32])[CH:26]=2)=[C:11]2[C:6]([N:7]([CH3:23])[C:8](=[O:22])[N:9]([CH3:21])[C:10]2=[O:20])=[CH:5]1. (5) Given the reactants CCN(C(C)C)C(C)C.[Cl:10][C:11]1[N:16]=[CH:15][N:14]=[C:13]([C:17](Cl)=[O:18])[CH:12]=1.[CH3:20][NH:21][O:22][CH3:23], predict the reaction product. The product is: [CH3:23][O:22][N:21]([CH3:20])[C:17]([C:13]1[CH:12]=[C:11]([Cl:10])[N:16]=[CH:15][N:14]=1)=[O:18].